Dataset: Catalyst prediction with 721,799 reactions and 888 catalyst types from USPTO. Task: Predict which catalyst facilitates the given reaction. (1) Reactant: Cl[C:2]1[CH:7]=[CH:6][CH:5]=[C:4]([N+:8]([O-:10])=[O:9])[N:3]=1.Cl.[NH:12]1[CH2:16][CH2:15][C@H:14]2[CH2:17][CH2:18][CH2:19][C@@H:13]12.C([O-])(O)=O.[Na+].O. Product: [N+:8]([C:4]1[N:3]=[C:2]([N:12]2[CH2:16][CH2:15][C@@H:14]3[CH2:17][CH2:18][CH2:19][C@H:13]23)[CH:7]=[CH:6][CH:5]=1)([O-:10])=[O:9]. The catalyst class is: 16. (2) Reactant: [F:1][C:2]1[CH:7]=[CH:6][C:5]([C:8]2[O:9][C:10]3[CH:20]=[CH:19][C:18]([C:21]4[CH:22]=[C:23]([CH:27]=[CH:28][CH:29]=4)[C:24](O)=[O:25])=[CH:17][C:11]=3[C:12]=2[C:13](=[O:16])[NH:14][CH3:15])=[CH:4][CH:3]=1.CC1C=CC(S(O)(=O)=O)=CC=1.[NH2:41][C@:42]1([C:47]([NH:49][S:50]([CH:53]2[CH2:55][CH2:54]2)(=[O:52])=[O:51])=[O:48])[CH2:44][C@H:43]1[CH:45]=[CH2:46].CN(C(ON1N=NC2C=CC=NC1=2)=[N+](C)C)C.F[P-](F)(F)(F)(F)F.CCN(C(C)C)C(C)C. Product: [CH:53]1([S:50]([NH:49][C:47]([C@@:42]2([NH:41][C:24]([C:23]3[CH:22]=[C:21]([C:18]4[CH:19]=[CH:20][C:10]5[O:9][C:8]([C:5]6[CH:6]=[CH:7][C:2]([F:1])=[CH:3][CH:4]=6)=[C:12]([C:13]([NH:14][CH3:15])=[O:16])[C:11]=5[CH:17]=4)[CH:29]=[CH:28][CH:27]=3)=[O:25])[CH2:44][C@H:43]2[CH:45]=[CH2:46])=[O:48])(=[O:52])=[O:51])[CH2:55][CH2:54]1. The catalyst class is: 475. (3) Reactant: Cl[C:2]1[N:11]=[C:10]([N:12]([C:14]2[CH:15]=[N:16][C:17]([O:20][CH3:21])=[CH:18][CH:19]=2)[CH3:13])[C:9]2[C:4](=[CH:5][CH:6]=[CH:7][CH:8]=2)[N:3]=1.[NH3:22]. Product: [CH3:21][O:20][C:17]1[N:16]=[CH:15][C:14]([N:12]([CH3:13])[C:10]2[C:9]3[C:4](=[CH:5][CH:6]=[CH:7][CH:8]=3)[N:3]=[C:2]([NH2:22])[N:11]=2)=[CH:19][CH:18]=1. The catalyst class is: 5. (4) Reactant: C1C2[C:10]3=CC4C=CC(C(O)=O)=CC=4[N:9]3[CH2:8]C=CC=2C=CC=1.[Cl:22][C:23]1[C:28]([C:29]([N:31]2[CH2:36][CH2:35]O[CH2:33][CH2:32]2)=[O:30])=[CH:27][CH:26]=[CH:25][N:24]=1.[CH2:37]1COCC1. Product: [Cl:22][C:23]1[C:28]([C:29]([N:31]2[CH:36]3[CH2:35][CH2:37][CH:32]2[CH2:33][N:9]([CH3:10])[CH2:8]3)=[O:30])=[CH:27][CH:26]=[CH:25][N:24]=1. The catalyst class is: 73. (5) Reactant: [CH3:1][CH:2]([CH3:27])[CH:3]([C:7]1[CH:12]=[CH:11][C:10]([CH2:13][N:14]2[C:19](=[O:20])[CH2:18][O:17][C:16]([C:21]3[CH:26]=[CH:25][CH:24]=[CH:23][CH:22]=3)=[N:15]2)=[CH:9][CH:8]=1)[C:4](O)=[O:5].[NH2:28][C:29]1[CH:34]=[CH:33][CH:32]=[CH:31][C:30]=1/[CH:35]=[CH:36]/[C:37]([O:39][CH3:40])=[O:38].N1C=CC=CC=1.CN(C(ON1N=NC2C=CC=NC1=2)=[N+](C)C)C.F[P-](F)(F)(F)(F)F. Product: [CH3:1][CH:2]([CH3:27])[CH:3]([C:7]1[CH:8]=[CH:9][C:10]([CH2:13][N:14]2[C:19](=[O:20])[CH2:18][O:17][C:16]([C:21]3[CH:22]=[CH:23][CH:24]=[CH:25][CH:26]=3)=[N:15]2)=[CH:11][CH:12]=1)[C:4]([NH:28][C:29]1[CH:34]=[CH:33][CH:32]=[CH:31][C:30]=1/[CH:35]=[CH:36]/[C:37]([O:39][CH3:40])=[O:38])=[O:5]. The catalyst class is: 3. (6) Reactant: [O:1]=[S:2]1(=[O:28])[C:8]2[CH:9]=[C:10]([O:14][CH3:15])[C:11](Br)=[CH:12][C:7]=2[N:6]([C:16]2[CH:21]=[CH:20][CH:19]=[CH:18][CH:17]=2)[CH2:5][C:4]([CH2:24][CH2:25][CH2:26][CH3:27])([CH2:22][CH3:23])[CH2:3]1.C([O-])([O-])=O.[Cs+].[Cs+].[C:35]([O:39]CC)(=[O:38])[CH2:36][SH:37]. Product: [O:1]=[S:2]1(=[O:28])[C:8]2[CH:9]=[C:10]([O:14][CH3:15])[C:11]([S:37][CH2:36][C:35]([OH:39])=[O:38])=[CH:12][C:7]=2[N:6]([C:16]2[CH:21]=[CH:20][CH:19]=[CH:18][CH:17]=2)[CH2:5][C:4]([CH2:24][CH2:25][CH2:26][CH3:27])([CH2:22][CH3:23])[CH2:3]1. The catalyst class is: 18. (7) Reactant: [NH2:1][C:2]1[S:6][C:5]([S:7]([NH2:10])(=[O:9])=[O:8])=[N:4][N:3]=1.[I:11][C:12]1[CH:20]=[CH:19][C:15]([C:16](Cl)=[O:17])=[CH:14][CH:13]=1. Product: [I:11][C:12]1[CH:20]=[CH:19][C:15]([C:16]([NH:1][C:2]2[S:6][C:5]([S:7](=[O:9])(=[O:8])[NH2:10])=[N:4][N:3]=2)=[O:17])=[CH:14][CH:13]=1. The catalyst class is: 17. (8) Reactant: [CH3:1][C:2]1[N:6]=[C:5]([C:7]2[C:15]3[CH2:14][CH2:13][O:12][CH2:11][C:10]=3[S:9][C:8]=2[NH2:16])[O:4][N:3]=1.[C:17]12[C:26](=[O:27])[O:25][C:23](=[O:24])[C:18]=1[CH2:19][CH2:20][CH2:21][CH2:22]2.CCOCC. Product: [CH3:1][C:2]1[N:6]=[C:5]([C:7]2[C:15]3[CH2:14][CH2:13][O:12][CH2:11][C:10]=3[S:9][C:8]=2[NH:16][C:26]([C:17]2[CH2:22][CH2:21][CH2:20][CH2:19][C:18]=2[C:23]([OH:25])=[O:24])=[O:27])[O:4][N:3]=1. The catalyst class is: 2. (9) Reactant: [CH2:1]([N:8]1[CH2:13][C:12](=O)[N:11]2[CH2:15][C@H:16]([OH:18])[CH2:17][C@H:10]2[C:9]1=O)[C:2]1[CH:7]=[CH:6][CH:5]=[CH:4][CH:3]=1.[H-].[Al+3].[Li+].[H-].[H-].[H-]. Product: [CH2:1]([N:8]1[CH2:13][CH2:12][N:11]2[CH2:15][C@H:16]([OH:18])[CH2:17][C@H:10]2[CH2:9]1)[C:2]1[CH:3]=[CH:4][CH:5]=[CH:6][CH:7]=1. The catalyst class is: 7. (10) Reactant: [CH:1]([C:3]1[CH:10]=[CH:9][C:6]([C:7]#[N:8])=[CH:5][C:4]=1[O:11][CH3:12])=O.[O:13]=[C:14]([CH3:23])[CH2:15][C:16]([O:18][CH2:19][CH2:20][C:21]#[N:22])=[O:17].C(O)(=O)C.N1CCCCC1. Product: [C:7]([C:6]1[CH:9]=[CH:10][C:3]([CH:1]=[C:15]([C:14](=[O:13])[CH3:23])[C:16]([O:18][CH2:19][CH2:20][C:21]#[N:22])=[O:17])=[C:4]([O:11][CH3:12])[CH:5]=1)#[N:8]. The catalyst class is: 4.